This data is from Reaction yield outcomes from USPTO patents with 853,638 reactions. The task is: Predict the reaction yield, written as a fraction of the theoretical maximum amount of product (1.0 means a 100% yield; for example, 0.34 means a 34% yield). (1) The reactants are [C:1]([O:5][C:6](/[CH:8]=[CH:9]/[C:10]1[CH:18]=[CH:17][C:13]([C:14]([OH:16])=O)=[CH:12][C:11]=1[CH3:19])=[O:7])([CH3:4])([CH3:3])[CH3:2].[CH3:20][N:21]1[C:30]2[NH:29][C:28]3[CH:31]=[CH:32][CH:33]=[CH:34][C:27]=3[NH:26][CH2:25][C:24]=2[CH:23]=[N:22]1. The catalyst is ClCCl.C(N(CC)CC)C.CN(C1C=CN=CC=1)C. The product is [C:1]([O:5][C:6](=[O:7])/[CH:8]=[CH:9]/[C:10]1[CH:18]=[CH:17][C:13]([C:14]([N:26]2[CH2:25][C:24]3[CH:23]=[N:22][N:21]([CH3:20])[C:30]=3[NH:29][C:28]3[CH:31]=[CH:32][CH:33]=[CH:34][C:27]2=3)=[O:16])=[CH:12][C:11]=1[CH3:19])([CH3:2])([CH3:3])[CH3:4]. The yield is 0.820. (2) The reactants are [CH3:1][O:2][C:3]([C:6]1[N:10]([CH2:11][CH:12]2[CH2:17][CH2:16][O:15][CH2:14][CH2:13]2)[C:9]2[CH:18]=[CH:19][C:20]([N:22](C)[C:23](=O)C)=[CH:21][C:8]=2[N:7]=1)([CH3:5])[CH3:4]. The catalyst is CCO. The product is [CH3:1][O:2][C:3]([C:6]1[N:10]([CH2:11][CH:12]2[CH2:17][CH2:16][O:15][CH2:14][CH2:13]2)[C:9]2[CH:18]=[CH:19][C:20]([NH:22][CH3:23])=[CH:21][C:8]=2[N:7]=1)([CH3:5])[CH3:4]. The yield is 1.00.